Regression. Given a peptide amino acid sequence and an MHC pseudo amino acid sequence, predict their binding affinity value. This is MHC class II binding data. From a dataset of Peptide-MHC class II binding affinity with 134,281 pairs from IEDB. (1) The peptide sequence is TFAATHNPWASQAG. The MHC is DRB5_0101 with pseudo-sequence DRB5_0101. The binding affinity (normalized) is 0.270. (2) The peptide sequence is NKEITEILPDNNPSP. The MHC is HLA-DQA10501-DQB10201 with pseudo-sequence HLA-DQA10501-DQB10201. The binding affinity (normalized) is 0.352. (3) The MHC is HLA-DPA10103-DPB10401 with pseudo-sequence HLA-DPA10103-DPB10401. The peptide sequence is EKKYFAATQFEVLAA. The binding affinity (normalized) is 1.00. (4) The peptide sequence is KEDFLRCLVKEIPPR. The MHC is DRB1_0901 with pseudo-sequence DRB1_0901. The binding affinity (normalized) is 0.541.